This data is from NCI-60 drug combinations with 297,098 pairs across 59 cell lines. The task is: Regression. Given two drug SMILES strings and cell line genomic features, predict the synergy score measuring deviation from expected non-interaction effect. Synergy scores: CSS=35.5, Synergy_ZIP=-9.52, Synergy_Bliss=-6.32, Synergy_Loewe=-13.9, Synergy_HSA=-2.49. Cell line: KM12. Drug 2: CCC1(CC2CC(C3=C(CCN(C2)C1)C4=CC=CC=C4N3)(C5=C(C=C6C(=C5)C78CCN9C7C(C=CC9)(C(C(C8N6C)(C(=O)OC)O)OC(=O)C)CC)OC)C(=O)OC)O.OS(=O)(=O)O. Drug 1: C1=CC(=CC=C1CC(C(=O)O)N)N(CCCl)CCCl.Cl.